Task: Predict the product of the given reaction.. Dataset: Forward reaction prediction with 1.9M reactions from USPTO patents (1976-2016) (1) Given the reactants O[C:2]1[CH:10]=[CH:9][C:5]([C:6]([NH2:8])=O)=CC=1.[OH:11][C:12]1[CH:24]=[CH:23][C:15]([C:16]([N:18]([CH2:21][CH3:22])[CH2:19][CH3:20])=[O:17])=[CH:14][CH:13]=1, predict the reaction product. The product is: [C@@H:10]12[CH2:9][C@@H:5]1[CH2:6][N:8]([CH2:6][CH2:5][CH2:9][CH2:10][O:11][C:12]1[CH:24]=[CH:23][C:15]([C:16]([N:18]([CH2:19][CH3:20])[CH2:21][CH3:22])=[O:17])=[CH:14][CH:13]=1)[CH2:2]2. (2) Given the reactants [O:1]1[CH2:7][CH2:6][CH2:5][C:4](=[O:8])[C:3]2[CH:9]=[CH:10][CH:11]=[CH:12][C:2]1=2.[Br:13]Br, predict the reaction product. The product is: [Br:13][CH:5]1[CH2:6][CH2:7][O:1][C:2]2[CH:12]=[CH:11][CH:10]=[CH:9][C:3]=2[C:4]1=[O:8]. (3) Given the reactants [CH3:1][O:2][CH2:3][C:4]1[C:8]([C:9](O)=[O:10])=[C:7]([CH3:12])[N:6]([C:13]2[CH:18]=[CH:17][CH:16]=[C:15]([C:19]([F:22])([F:21])[F:20])[CH:14]=2)[N:5]=1.[N:23]1([CH:28]2[CH2:33][CH2:32][NH:31][CH2:30][CH2:29]2)[CH2:27][CH2:26][CH2:25][CH2:24]1, predict the reaction product. The product is: [CH3:1][O:2][CH2:3][C:4]1[C:8]([C:9]([N:31]2[CH2:32][CH2:33][CH:28]([N:23]3[CH2:27][CH2:26][CH2:25][CH2:24]3)[CH2:29][CH2:30]2)=[O:10])=[C:7]([CH3:12])[N:6]([C:13]2[CH:18]=[CH:17][CH:16]=[C:15]([C:19]([F:21])([F:20])[F:22])[CH:14]=2)[N:5]=1. (4) Given the reactants [O:1]1[CH:5]=[CH:4][CH:3]=[C:2]1[C:6]1[NH:10][C:9]2[C:11]([OH:30])=[CH:12][CH:13]=[C:14]([C:15]([NH:17][CH2:18][CH2:19][NH:20][C:21]3[CH:26]=[CH:25][C:24]([N+:27]([O-])=O)=[CH:23][N:22]=3)=[O:16])[C:8]=2[N:7]=1.[ClH:31], predict the reaction product. The product is: [ClH:31].[NH2:27][C:24]1[CH:25]=[CH:26][C:21]([NH:20][CH2:19][CH2:18][NH:17][C:15]([C:14]2[C:8]3[N:7]=[C:6]([C:2]4[O:1][CH:5]=[CH:4][CH:3]=4)[NH:10][C:9]=3[C:11]([OH:30])=[CH:12][CH:13]=2)=[O:16])=[N:22][CH:23]=1. (5) The product is: [CH2:7]([CH:14]1[CH2:15][N:16]([CH:20]2[CH2:25][CH2:24][N:23]([CH2:26][C:27]3[CH:32]=[CH:31][CH:30]=[CH:29][CH:28]=3)[CH2:22][CH2:21]2)[C:17](=[O:19])[NH:18]1)[C:8]1[CH:13]=[CH:12][CH:11]=[CH:10][CH:9]=1. Given the reactants [H-].[Al+3].[Li+].[H-].[H-].[H-].[CH2:7]([CH:14]1[NH:18][C:17](=[O:19])[N:16]([CH:20]2[CH2:25][CH2:24][N:23]([CH2:26][C:27]3[CH:32]=[CH:31][CH:30]=[CH:29][CH:28]=3)[CH2:22][CH2:21]2)[C:15]1=O)[C:8]1[CH:13]=[CH:12][CH:11]=[CH:10][CH:9]=1, predict the reaction product. (6) Given the reactants [NH2:1][C:2]1[C:3](=[O:12])[NH:4][C:5]2[C:10]([CH:11]=1)=[CH:9][CH:8]=[CH:7][CH:6]=2.O1CCOCC1.[OH-].[Na+].[CH2:21]([O:28][C:29](Cl)=[O:30])[C:22]1[CH:27]=[CH:26][CH:25]=[CH:24][CH:23]=1, predict the reaction product. The product is: [CH2:21]([O:28][C:29]([NH:1][C:2]1[C:3](=[O:12])[NH:4][C:5]2[C:10]([CH:11]=1)=[CH:9][CH:8]=[CH:7][CH:6]=2)=[O:30])[C:22]1[CH:27]=[CH:26][CH:25]=[CH:24][CH:23]=1. (7) Given the reactants [C:1](#[N:8])[C:2]1[CH:7]=[CH:6][CH:5]=[CH:4][CH:3]=1.[N-:9]=[N+:10]=[N-:11].[Na+].Cl.C(N(CC)CC)C, predict the reaction product. The product is: [C:2]1([C:1]2[NH:11][N:10]=[N:9][N:8]=2)[CH:7]=[CH:6][CH:5]=[CH:4][CH:3]=1.